Dataset: Full USPTO retrosynthesis dataset with 1.9M reactions from patents (1976-2016). Task: Predict the reactants needed to synthesize the given product. Given the product [CH:34]1([NH:38][C:3](=[O:4])[CH:2]([OH:1])[CH:6]([NH:14][C:15](=[O:33])[C:16]2[CH:21]=[CH:20][CH:19]=[N:18][C:17]=2[N:22]2[CH:26]=[CH:25][C:24]([C:27]3[CH:32]=[CH:31][CH:30]=[CH:29][CH:28]=3)=[N:23]2)[CH2:7][C:8]2[CH:13]=[CH:12][CH:11]=[CH:10][CH:9]=2)[CH2:37][CH2:36][CH2:35]1, predict the reactants needed to synthesize it. The reactants are: [OH:1][CH:2]([CH:6]([NH:14][C:15](=[O:33])[C:16]1[CH:21]=[CH:20][CH:19]=[N:18][C:17]=1[N:22]1[CH:26]=[CH:25][C:24]([C:27]2[CH:32]=[CH:31][CH:30]=[CH:29][CH:28]=2)=[N:23]1)[CH2:7][C:8]1[CH:13]=[CH:12][CH:11]=[CH:10][CH:9]=1)[C:3](O)=[O:4].[CH:34]1([NH2:38])[CH2:37][CH2:36][CH2:35]1.